From a dataset of Catalyst prediction with 721,799 reactions and 888 catalyst types from USPTO. Predict which catalyst facilitates the given reaction. (1) Reactant: [CH3:1][C:2]([CH3:9])([CH3:8])[CH2:3][C:4](OC)=[O:5].O.[NH2:11][NH2:12]. Product: [CH3:1][C:2]([CH3:9])([CH3:8])[CH2:3][C:4]([NH:11][NH2:12])=[O:5]. The catalyst class is: 14. (2) Reactant: [N+:1]([C:4]1[CH:5]=[C:6]([CH:10]=[CH:11][CH:12]=1)[C:7](O)=[O:8])([O-:3])=[O:2].[CH3:13][NH2:14]. Product: [CH3:13][NH:14][C:7](=[O:8])[C:6]1[CH:10]=[CH:11][CH:12]=[C:4]([N+:1]([O-:3])=[O:2])[CH:5]=1. The catalyst class is: 344. (3) Reactant: [F:1][C:2]1[CH:3]=[C:4]([N:9]([CH3:32])[CH:10]([C:12]2[CH:13]=[C:14]([C:29](O)=[O:30])[CH:15]=[C:16]3[C:21]=2[O:20][C:19]([N:22]2[CH2:27][CH2:26][O:25][CH2:24][CH2:23]2)=[CH:18][C:17]3=[O:28])[CH3:11])[CH:5]=[C:6]([F:8])[CH:7]=1.CN1CCOCC1.[NH:40]1[CH2:45][CH2:44][CH:43]([OH:46])[CH2:42][CH2:41]1. Product: [F:1][C:2]1[CH:3]=[C:4]([N:9]([CH3:32])[CH:10]([C:12]2[CH:13]=[C:14]([C:29]([N:40]3[CH2:45][CH2:44][CH:43]([OH:46])[CH2:42][CH2:41]3)=[O:30])[CH:15]=[C:16]3[C:21]=2[O:20][C:19]([N:22]2[CH2:27][CH2:26][O:25][CH2:24][CH2:23]2)=[CH:18][C:17]3=[O:28])[CH3:11])[CH:5]=[C:6]([F:8])[CH:7]=1. The catalyst class is: 37. (4) Reactant: [O:1]([C:8]1[CH:13]=[CH:12][C:11]([NH:14][C:15](=[O:24])[CH2:16][N:17]2[CH2:23][CH2:22][CH2:21][NH:20][CH2:19][CH2:18]2)=[CH:10][CH:9]=1)[C:2]1[CH:7]=[CH:6][CH:5]=[CH:4][CH:3]=1.Br[CH2:26][C:27]1[CH:36]=[CH:35][C:30]([C:31]([O:33][CH3:34])=[O:32])=[CH:29][CH:28]=1.C(=O)([O-])[O-].[K+].[K+]. Product: [O:24]=[C:15]([NH:14][C:11]1[CH:10]=[CH:9][C:8]([O:1][C:2]2[CH:7]=[CH:6][CH:5]=[CH:4][CH:3]=2)=[CH:13][CH:12]=1)[CH2:16][N:17]1[CH2:23][CH2:22][CH2:21][N:20]([CH2:26][C:27]2[CH:36]=[CH:35][C:30]([C:31]([O:33][CH3:34])=[O:32])=[CH:29][CH:28]=2)[CH2:19][CH2:18]1. The catalyst class is: 10. (5) Reactant: [CH2:1]([C:8]12[CH2:23][CH2:22][C:21](=[O:24])[CH:20]=[C:9]1[CH2:10][CH2:11][CH2:12][C:13]1[CH:18]=[C:17]([OH:19])[CH:16]=[CH:15][C:14]=12)[C:2]1[CH:7]=[CH:6][CH:5]=[CH:4][CH:3]=1.[H][H]. Product: [CH2:1]([C:8]12[CH2:23][CH2:22][C:21](=[O:24])[CH2:20][CH:9]1[CH2:10][CH2:11][CH2:12][C:13]1[CH:18]=[C:17]([OH:19])[CH:16]=[CH:15][C:14]=12)[C:2]1[CH:3]=[CH:4][CH:5]=[CH:6][CH:7]=1. The catalyst class is: 320. (6) Reactant: COC1C=CC=C(OC)C=1C1C=CC=CC=1P(C1CCCCC1)C1CCCCC1.Br[C:31]1[C:36]([C:37]([F:40])([F:39])[F:38])=[CH:35][CH:34]=[CH:33][C:32]=1[C:41]([F:44])([F:43])[F:42].[O-]P([O-])([O-])=O.[K+].[K+].[K+].[Si:53]([O:60][CH2:61][C:62]1[CH:67]=[CH:66][C:65](B2OC(C)(C)C(C)(C)O2)=[CH:64][N:63]=1)([C:56]([CH3:59])([CH3:58])[CH3:57])([CH3:55])[CH3:54]. Product: [F:42][C:41]([F:44])([F:43])[C:32]1[CH:33]=[CH:34][CH:35]=[C:36]([C:37]([F:40])([F:39])[F:38])[C:31]=1[C:65]1[CH:66]=[CH:67][C:62]([CH2:61][O:60][Si:53]([C:56]([CH3:59])([CH3:58])[CH3:57])([CH3:54])[CH3:55])=[N:63][CH:64]=1. The catalyst class is: 318.